This data is from Peptide-MHC class II binding affinity with 134,281 pairs from IEDB. The task is: Regression. Given a peptide amino acid sequence and an MHC pseudo amino acid sequence, predict their binding affinity value. This is MHC class II binding data. (1) The peptide sequence is IYECKGVTVKDVTIT. The MHC is HLA-DQA10401-DQB10402 with pseudo-sequence HLA-DQA10401-DQB10402. The binding affinity (normalized) is 0.157. (2) The peptide sequence is VGDDSGGFSTTVSTE. The MHC is DRB1_1201 with pseudo-sequence DRB1_1201. The binding affinity (normalized) is 0. (3) The peptide sequence is VPILLNNPNLFWAVK. The MHC is DRB3_0101 with pseudo-sequence DRB3_0101. The binding affinity (normalized) is 0.441. (4) The peptide sequence is ENPVVHFAKNIVTPR. The MHC is DRB1_1501 with pseudo-sequence DRB1_1501. The binding affinity (normalized) is 0.478. (5) The peptide sequence is ELQMSWLPLCVRLER. The MHC is DRB1_0301 with pseudo-sequence DRB1_0301. The binding affinity (normalized) is 0.601. (6) The peptide sequence is AFKVMATAANAAPAN. The MHC is DRB1_0802 with pseudo-sequence DRB1_0802. The binding affinity (normalized) is 0.794.